Dataset: Full USPTO retrosynthesis dataset with 1.9M reactions from patents (1976-2016). Task: Predict the reactants needed to synthesize the given product. Given the product [CH2:1]([N:8]([C@@H:9]([CH2:12][C:13]1[CH:18]=[CH:17][C:16]([O:19][CH2:20][C:21]2[CH:26]=[CH:25][CH:24]=[CH:23][CH:22]=2)=[C:15]([NH2:27])[CH:14]=1)[CH2:10][OH:11])[C:30]([O:32][C:33]([CH3:36])([CH3:35])[CH3:34])=[O:31])[C:2]1[CH:7]=[CH:6][CH:5]=[CH:4][CH:3]=1, predict the reactants needed to synthesize it. The reactants are: [CH2:1]([NH:8][C@@H:9]([CH2:12][C:13]1[CH:18]=[CH:17][C:16]([O:19][CH2:20][C:21]2[CH:26]=[CH:25][CH:24]=[CH:23][CH:22]=2)=[C:15]([N+:27]([O-])=O)[CH:14]=1)[CH2:10][OH:11])[C:2]1[CH:7]=[CH:6][CH:5]=[CH:4][CH:3]=1.[C:30](O[C:30]([O:32][C:33]([CH3:36])([CH3:35])[CH3:34])=[O:31])([O:32][C:33]([CH3:36])([CH3:35])[CH3:34])=[O:31].C(N(CC)CC)C.